Dataset: Full USPTO retrosynthesis dataset with 1.9M reactions from patents (1976-2016). Task: Predict the reactants needed to synthesize the given product. (1) Given the product [F:24][C:21]1[CH:22]=[CH:23][C:18]([C:8]2([C:5]3[CH:4]=[CH:3][C:2]([F:1])=[CH:7][CH:6]=3)[CH2:12][CH2:11][N:10]([CH2:13][C:14](=[O:16])[N:32]3[CH2:31][C@H:27]4[C@H:26]([NH:25][CH2:30][CH2:29][CH2:28]4)[CH2:33]3)[C:9]2=[O:17])=[CH:19][CH:20]=1, predict the reactants needed to synthesize it. The reactants are: [F:1][C:2]1[CH:7]=[CH:6][C:5]([C:8]2([C:18]3[CH:23]=[CH:22][C:21]([F:24])=[CH:20][CH:19]=3)[CH2:12][CH2:11][N:10]([CH2:13][C:14]([OH:16])=O)[C:9]2=[O:17])=[CH:4][CH:3]=1.[N:25]1(C(OC(C)(C)C)=O)[CH2:30][CH2:29][CH2:28][C@H:27]2[CH2:31][NH:32][CH2:33][C@@H:26]12.F[P-](F)(F)(F)(F)F.N1(OC(N(C)C)=[N+](C)C)C2N=CC=CC=2N=N1.C(N(C(C)C)CC)(C)C. (2) Given the product [CH:30]1([NH:33][C:4]([C:6]2[S:10][C:9]([N:11]3[C:15]4[CH:16]=[C:17]([O:22][CH3:23])[C:18]([O:20][CH3:21])=[CH:19][C:14]=4[N:13]=[CH:12]3)=[N:8][C:7]=2[C:24]2[CH:25]=[CH:26][CH:27]=[CH:28][CH:29]=2)=[O:5])[CH2:32][CH2:31]1, predict the reactants needed to synthesize it. The reactants are: C(O[C:4]([C:6]1[S:10][C:9]([N:11]2[C:15]3[CH:16]=[C:17]([O:22][CH3:23])[C:18]([O:20][CH3:21])=[CH:19][C:14]=3[N:13]=[CH:12]2)=[N:8][C:7]=1[C:24]1[CH:29]=[CH:28][CH:27]=[CH:26][CH:25]=1)=[O:5])C.[CH:30]1([NH2:33])[CH2:32][CH2:31]1. (3) The reactants are: [NH:1]1[C:5]2[CH:6]=[CH:7][C:8]([NH2:10])=[CH:9][C:4]=2[N:3]=[CH:2]1.[OH:11][C:12]1[CH:13]=[CH:14][CH:15]=[C:16]2[C:21]=1[N:20]=[C:19]([CH:22]=O)[CH:18]=[CH:17]2.C([O:26][C:27](=O)[C:28](=[O:35])[CH2:29][C:30]([CH:32]1[CH2:34][CH2:33]1)=[O:31])C. Given the product [NH:1]1[C:5]2[CH:6]=[CH:7][C:8]([N:10]3[CH:22]([C:19]4[CH:18]=[CH:17][C:16]5[C:21](=[C:12]([OH:11])[CH:13]=[CH:14][CH:15]=5)[N:20]=4)[C:29]([C:30]([CH:32]4[CH2:34][CH2:33]4)=[O:31])=[C:28]([OH:35])[C:27]3=[O:26])=[CH:9][C:4]=2[N:3]=[CH:2]1, predict the reactants needed to synthesize it. (4) Given the product [CH:1]1([C@H:6]([N:11]2[CH:15]=[C:14]([C:16]3[C:17]4[CH:24]=[CH:23][N:22]([CH2:25][O:26][CH2:27][CH2:28][Si:29]([CH3:30])([CH3:32])[CH3:31])[C:18]=4[N:19]=[CH:20][N:21]=3)[CH:13]=[N:12]2)[CH2:7][C:8]([NH2:35])=[O:10])[CH2:5][CH2:4][CH2:3][CH2:2]1, predict the reactants needed to synthesize it. The reactants are: [CH:1]1([C@H:6]([N:11]2[CH:15]=[C:14]([C:16]3[C:17]4[CH:24]=[CH:23][N:22]([CH2:25][O:26][CH2:27][CH2:28][Si:29]([CH3:32])([CH3:31])[CH3:30])[C:18]=4[N:19]=[CH:20][N:21]=3)[CH:13]=[N:12]2)[CH2:7][C:8]([OH:10])=O)[CH2:5][CH2:4][CH2:3][CH2:2]1.C1N=C[N:35](C(N2C=NC=C2)=O)C=1. (5) Given the product [C:18]([O:17][C:15]([NH:22][N:23]=[C:11]1[CH2:12][CH2:13][N:8]([C:1]([O:3][C:4]([CH3:7])([CH3:6])[CH3:5])=[O:2])[CH2:9][CH2:10]1)=[O:16])([CH3:21])([CH3:20])[CH3:19], predict the reactants needed to synthesize it. The reactants are: [C:1]([N:8]1[CH2:13][CH2:12][CH2:11][CH2:10][C:9]1=O)([O:3][C:4]([CH3:7])([CH3:6])[CH3:5])=[O:2].[C:15]([NH:22][NH2:23])([O:17][C:18]([CH3:21])([CH3:20])[CH3:19])=[O:16]. (6) Given the product [C:1]1([C:10]2[CH:15]=[CH:14][CH:13]=[CH:12][CH:11]=2)[CH:6]=[CH:5][CH:4]=[CH:3][C:2]=1[C:7]([N:26]1[CH2:27][CH2:28][CH2:29][C@@H:24]([NH:23][C:20]2[N:19]=[CH:18][C:17]([Br:16])=[CH:22][N:21]=2)[CH2:25]1)=[O:9], predict the reactants needed to synthesize it. The reactants are: [C:1]1([C:10]2[CH:15]=[CH:14][CH:13]=[CH:12][CH:11]=2)[C:2]([C:7]([OH:9])=O)=[CH:3][CH:4]=[CH:5][CH:6]=1.[Br:16][C:17]1[CH:18]=[N:19][C:20]([NH:23][C@@H:24]2[CH2:29][CH2:28][CH2:27][NH:26][CH2:25]2)=[N:21][CH:22]=1. (7) Given the product [CH:45]([O:17][C:16](=[O:18])[C@@H:15]([NH:14][S:11]([C:1]1[C:10]2[C:5](=[CH:6][CH:7]=[CH:8][CH:9]=2)[CH:4]=[CH:3][CH:2]=1)(=[O:13])=[O:12])[CH2:19][NH:20][C:21](=[O:39])[C:22]1[CH:27]=[CH:26][C:25]([CH2:28][CH2:29][C:30](=[O:38])[NH:31][C:32]2[NH:37][CH2:36][CH2:35][CH2:34][N:33]=2)=[CH:24][CH:23]=1)([CH3:47])[CH3:46], predict the reactants needed to synthesize it. The reactants are: [C:1]1([S:11]([NH:14][C@@H:15]([CH2:19][NH:20][C:21](=[O:39])[C:22]2[CH:27]=[CH:26][C:25]([CH2:28][CH2:29][C:30](=[O:38])[NH:31][C:32]3[NH:33][CH2:34][CH2:35][CH2:36][N:37]=3)=[CH:24][CH:23]=2)[C:16]([OH:18])=[O:17])(=[O:13])=[O:12])[C:10]2[C:5](=[CH:6][CH:7]=[CH:8][CH:9]=2)[CH:4]=[CH:3][CH:2]=1.S(=O)(=O)(O)O.[CH:45](O)([CH3:47])[CH3:46]. (8) Given the product [OH:25][C:24]1[CH:4]=[C:3]([O:2][CH3:1])[CH:8]=[CH:7][C:6]=1[CH:12]1[C:13]2[C:18](=[CH:17][CH:16]=[C:15]([O:19][CH2:20][CH2:21][CH3:22])[CH:14]=2)[CH:10]([C:5]2[CH:6]=[CH:7][C:8]3[O:9][CH2:1][O:2][C:3]=3[CH:4]=2)[CH2:11]1, predict the reactants needed to synthesize it. The reactants are: [CH2:1]1[O:9][C:8]2[CH:7]=[CH:6][C:5]([CH:10]3[C:18]4[C:13](=[CH:14][C:15]([O:19][CH2:20][CH2:21][CH3:22])=[CH:16][CH:17]=4)[CH2:12][CH2:11]3)=[CH:4][C:3]=2[O:2]1.Cl.[CH3:24][OH:25].